This data is from HIV replication inhibition screening data with 41,000+ compounds from the AIDS Antiviral Screen. The task is: Binary Classification. Given a drug SMILES string, predict its activity (active/inactive) in a high-throughput screening assay against a specified biological target. (1) The compound is CC(=O)C=Cc1cccc(N=S)c1. The result is 0 (inactive). (2) The compound is N=C1NN(c2ccccc2)C(=O)C1C(=O)C(=O)Nc1ccc(Cl)c(Cl)c1. The result is 0 (inactive). (3) The drug is C=Cc1c(-c2ccccc2)cnc2[nH]c3ccccc3c12. The result is 0 (inactive). (4) The drug is CC1(C)CC(=O)c2c(nc3c(ccc4ccccc43)c2-c2ccc(NC(=O)CCC(=O)Nc3ccc(-c4c5c(nc6c4ccc4ccccc46)CC(C)(C)CC5=O)cc3)cc2)C1. The result is 0 (inactive). (5) The molecule is O=C(CCn1ccnc1[N+](=O)[O-])NCCCn1ccnc1[N+](=O)[O-]. The result is 0 (inactive). (6) The molecule is COC(=O)c1cnn2c1ccc1ccccc12. The result is 0 (inactive). (7) The molecule is O=C(CP(=O)(O)O)c1cccs1. The result is 0 (inactive). (8) The drug is O=C1CCC(c2ccccc2)CCN1. The result is 0 (inactive). (9) The molecule is CN(C)CCCNc1cc[n+](C)c2cccc([N+](=O)[O-])c12.Cl.[Cl-]. The result is 0 (inactive). (10) The compound is COS(=O)(O)=[OH+].C[n+]1c2ccccc2c(C=NNS(=O)(=O)c2ccc(Cl)cc2)c2ccccc21. The result is 0 (inactive).